Task: Predict which catalyst facilitates the given reaction.. Dataset: Catalyst prediction with 721,799 reactions and 888 catalyst types from USPTO (1) Reactant: [CH:1]([O:4][C:5]1[N:10]=[CH:9][C:8]([O:11][C:12]2[S:13][C:14]([C:17]#[N:18])=[CH:15][N:16]=2)=[CH:7][CH:6]=1)([CH3:3])[CH3:2].C(N(CC)CC)C.Cl.[NH2:27][OH:28]. Product: [OH:28][N:27]=[C:17]([C:14]1[S:13][C:12]([O:11][C:8]2[CH:9]=[N:10][C:5]([O:4][CH:1]([CH3:3])[CH3:2])=[CH:6][CH:7]=2)=[N:16][CH:15]=1)[NH2:18]. The catalyst class is: 40. (2) Reactant: Br[C:2]1[C:10]2[C:9]([NH2:11])=[N:8][CH:7]=[N:6][C:5]=2[N:4]([CH3:12])[CH:3]=1.[Cl:13][C:14]1[C:22](B2OC(C)(C)C(C)(C)O2)=[CH:21][CH:20]=[C:19]2[C:15]=1[CH2:16][CH2:17][N:18]2[C:32]([O:34][C:35]([CH3:38])([CH3:37])[CH3:36])=[O:33].P([O-])([O-])([O-])=O.[K+].[K+].[K+]. Product: [NH2:11][C:9]1[C:10]2[C:2]([C:22]3[C:14]([Cl:13])=[C:15]4[C:19](=[CH:20][CH:21]=3)[N:18]([C:32]([O:34][C:35]([CH3:37])([CH3:36])[CH3:38])=[O:33])[CH2:17][CH2:16]4)=[CH:3][N:4]([CH3:12])[C:5]=2[N:6]=[CH:7][N:8]=1. The catalyst class is: 333.